Dataset: Reaction yield outcomes from USPTO patents with 853,638 reactions. Task: Predict the reaction yield, written as a fraction of the theoretical maximum amount of product (1.0 means a 100% yield; for example, 0.34 means a 34% yield). (1) The reactants are [NH2:1][OH:2].[F:3][C:4]([F:15])([F:14])[O:5][C:6]1[CH:13]=[CH:12][CH:11]=[CH:10][C:7]=1[C:8]#[N:9]. The catalyst is CCO. The product is [OH:2][N:1]=[C:8]([C:7]1[CH:10]=[CH:11][CH:12]=[CH:13][C:6]=1[O:5][C:4]([F:3])([F:14])[F:15])[NH2:9]. The yield is 0.940. (2) The yield is 0.716. The reactants are [CH3:1][C:2]1[C:6]([C:7]2[CH:8]=[C:9]3[C:13](=[CH:14][CH:15]=2)[NH:12][C:11](=[O:16])[C:10]3([N:23]2[CH2:28][CH2:27][N:26](C(OC(C)(C)C)=O)[CH2:25][CH2:24]2)[C:17]2[CH:22]=[CH:21][CH:20]=[CH:19][CH:18]=2)=[C:5]([CH3:36])[O:4][N:3]=1.C(O)(C(F)(F)F)=O.C([O-])(O)=O.[Na+]. The product is [CH3:1][C:2]1[C:6]([C:7]2[CH:8]=[C:9]3[C:13](=[CH:14][CH:15]=2)[NH:12][C:11](=[O:16])[C:10]3([C:17]2[CH:18]=[CH:19][CH:20]=[CH:21][CH:22]=2)[N:23]2[CH2:28][CH2:27][NH:26][CH2:25][CH2:24]2)=[C:5]([CH3:36])[O:4][N:3]=1. The catalyst is C(Cl)Cl.O. (3) The reactants are [CH3:1][N:2]1[C:6]([C:7]2[CH:12]=[CH:11][C:10]([CH3:13])=[CH:9][N:8]=2)=[CH:5][C:4](Br)=[N:3]1.CC1(C)C(C)(C)OB([C:23]2[CH:24]=[CH:25][C:26]3[CH2:33][C@H:32]4[C@:34]5([CH2:38][N:37]([CH2:39][C:40]([F:43])([F:42])[F:41])[S:36](=[O:45])(=[O:44])[NH:35]5)[C@H:29]([CH2:30][CH2:31]4)[CH2:28][C:27]=3[CH:46]=2)O1.C(=O)([O-])[O-].[Cs+].[Cs+]. The catalyst is CN(C)C=O.O.[Pd].C1(P(C2C=CC=CC=2)C2C=CC=CC=2)C=CC=CC=1.C1(P(C2C=CC=CC=2)C2C=CC=CC=2)C=CC=CC=1.C1(P(C2C=CC=CC=2)C2C=CC=CC=2)C=CC=CC=1.C1(P(C2C=CC=CC=2)C2C=CC=CC=2)C=CC=CC=1. The product is [CH3:13][C:10]1[CH:11]=[CH:12][C:7]([C:6]2[N:2]([CH3:1])[N:3]=[C:4]([C:23]3[CH:24]=[CH:25][C:26]4[CH2:33][C@H:32]5[C@:34]6([CH2:38][N:37]([CH2:39][C:40]([F:43])([F:42])[F:41])[S:36](=[O:44])(=[O:45])[NH:35]6)[C@H:29]([CH2:30][CH2:31]5)[CH2:28][C:27]=4[CH:46]=3)[CH:5]=2)=[N:8][CH:9]=1. The yield is 0.230. (4) The product is [CH:1]([NH:4][CH2:5][C:6]1[CH:7]=[C:8]([C:12]2[CH:17]=[C:16]([CH:15]=[CH:14][C:13]=2[O:21][CH3:22])[NH2:18])[CH:9]=[CH:10][CH:11]=1)([CH3:3])[CH3:2]. The catalyst is CO.C1COCC1.[Pd]. The yield is 0.960. The reactants are [CH:1]([NH:4][CH2:5][C:6]1[CH:7]=[C:8]([C:12]2[CH:17]=[C:16]([N+:18]([O-])=O)[CH:15]=[CH:14][C:13]=2[O:21][CH3:22])[CH:9]=[CH:10][CH:11]=1)([CH3:3])[CH3:2].